Dataset: Forward reaction prediction with 1.9M reactions from USPTO patents (1976-2016). Task: Predict the product of the given reaction. (1) Given the reactants [Cl:1][C:2]1[N:7]=[C:6]([C:8](OC)=[O:9])[CH:5]=[C:4]([O:12][CH3:13])[N:3]=1.CC(C[AlH]CC(C)C)C.ClCCl, predict the reaction product. The product is: [Cl:1][C:2]1[N:7]=[C:6]([CH:8]=[O:9])[CH:5]=[C:4]([O:12][CH3:13])[N:3]=1. (2) Given the reactants [CH3:1][O:2][C:3]([C:5]1[CH:9]=[C:8]([CH2:10]O)[S:7][CH:6]=1)=[O:4].C(N(CC)CC)C.S(Cl)([Cl:21])=O.O, predict the reaction product. The product is: [CH3:1][O:2][C:3]([C:5]1[CH:9]=[C:8]([CH2:10][Cl:21])[S:7][CH:6]=1)=[O:4]. (3) Given the reactants [O:1]=[S:2]1(=[O:59])[CH2:7][CH2:6][N:5]([C:8](=[O:58])[CH2:9][NH:10][C@:11]23[CH2:54][CH2:53][C@@H:52]([C:55]([CH3:57])=[CH2:56])[C@@H:12]2[C@@H:13]2[C@@:26]([CH3:29])([CH2:27][CH2:28]3)[C@@:25]3([CH3:30])[C@@H:16]([C@:17]4([CH3:51])[C@@H:22]([CH2:23][CH2:24]3)[C:21]([CH3:32])([CH3:31])[C:20]([C:33]3[CH2:38][CH2:37][C@@:36]([CH2:49][F:50])([C:39]([O:41]CC5C=CC=CC=5)=[O:40])[CH2:35][CH:34]=3)=[CH:19][CH2:18]4)[CH2:15][CH2:14]2)[CH2:4][CH2:3]1.C(O)(C(F)(F)F)=O.[Li+].[OH-].C1COCC1, predict the reaction product. The product is: [O:59]=[S:2]1(=[O:1])[CH2:3][CH2:4][N:5]([C:8](=[O:58])[CH2:9][NH:10][C@:11]23[CH2:54][CH2:53][C@@H:52]([C:55]([CH3:57])=[CH2:56])[C@@H:12]2[C@@H:13]2[C@@:26]([CH3:29])([CH2:27][CH2:28]3)[C@@:25]3([CH3:30])[C@@H:16]([C@:17]4([CH3:51])[C@@H:22]([CH2:23][CH2:24]3)[C:21]([CH3:31])([CH3:32])[C:20]([C:33]3[CH2:38][CH2:37][C@@:36]([CH2:49][F:50])([C:39]([OH:41])=[O:40])[CH2:35][CH:34]=3)=[CH:19][CH2:18]4)[CH2:15][CH2:14]2)[CH2:6][CH2:7]1. (4) The product is: [CH2:24]([O:26][C:27]([CH2:28][CH2:29][NH:30][C:12](=[O:14])[NH:1][C:2]1[CH:3]=[C:4]([CH:8]=[CH:9][CH:10]=1)[C:5]([OH:7])=[O:6])=[O:31])[CH3:25]. Given the reactants [NH2:1][C:2]1[CH:3]=[C:4]([CH:8]=[CH:9][CH:10]=1)[C:5]([OH:7])=[O:6].Cl[C:12](Cl)([O:14]C(=O)OC(Cl)(Cl)Cl)Cl.Cl.[CH2:24]([O:26][C:27](=[O:31])[CH2:28][CH2:29][NH2:30])[CH3:25].C([O-])(O)=O.[Na+], predict the reaction product. (5) The product is: [C:20]([O:19][C:17]([NH:24][O:25][CH2:2][CH2:3][CH2:4][CH2:5][N:6]1[C:10](=[O:11])[C:9]2=[CH:12][CH:13]=[CH:14][CH:15]=[C:8]2[C:7]1=[O:16])=[O:18])([CH3:23])([CH3:22])[CH3:21]. Given the reactants Br[CH2:2][CH2:3][CH2:4][CH2:5][N:6]1[C:10](=[O:11])[C:9]2=[CH:12][CH:13]=[CH:14][CH:15]=[C:8]2[C:7]1=[O:16].[C:17]([NH:24][OH:25])([O:19][C:20]([CH3:23])([CH3:22])[CH3:21])=[O:18].C1CCN2C(=NCCC2)CC1.Cl, predict the reaction product. (6) Given the reactants [Br:1][C:2]1[CH:7]=[C:6]([F:8])[CH:5]=[CH:4][C:3]=1[CH:9]1[C:14]([C:15]([O:17][CH2:18][CH3:19])=[O:16])=[C:13]([CH2:20]Br)[NH:12][C:11]([C:22]2[S:23][CH:24]=[CH:25][N:26]=2)=[N:10]1.Cl.[CH3:28][C:29]([CH:34]1[CH2:39][O:38][CH2:37][CH2:36][NH:35]1)([CH3:33])[C:30]([OH:32])=[O:31], predict the reaction product. The product is: [Br:1][C:2]1[CH:7]=[C:6]([F:8])[CH:5]=[CH:4][C:3]=1[CH:9]1[N:10]=[C:11]([C:22]2[S:23][CH:24]=[CH:25][N:26]=2)[NH:12][C:13]([CH2:20][N:35]2[CH2:36][CH2:37][O:38][CH2:39][CH:34]2[C:29]([CH3:33])([CH3:28])[C:30]([OH:32])=[O:31])=[C:14]1[C:15]([O:17][CH2:18][CH3:19])=[O:16].